This data is from Acute oral toxicity (LD50) regression data from Zhu et al.. The task is: Regression/Classification. Given a drug SMILES string, predict its toxicity properties. Task type varies by dataset: regression for continuous values (e.g., LD50, hERG inhibition percentage) or binary classification for toxic/non-toxic outcomes (e.g., AMES mutagenicity, cardiotoxicity, hepatotoxicity). Dataset: ld50_zhu. (1) The drug is Cc1cc(C(C#N)c2ccc(Cl)cc2)c(Cl)cc1NC(=O)c1cc(I)cc(I)c1O. The rat oral LD50 is 3.40, given as -log10 of the dose in mol/kg body weight (higher means more acutely toxic). (2) The compound is CCCC1OP(=S)(Cl)OCC1CC. The rat oral LD50 is 2.91, given as -log10 of the dose in mol/kg body weight (higher means more acutely toxic).